This data is from Peptide-MHC class I binding affinity with 185,985 pairs from IEDB/IMGT. The task is: Regression. Given a peptide amino acid sequence and an MHC pseudo amino acid sequence, predict their binding affinity value. This is MHC class I binding data. (1) The binding affinity (normalized) is 0.322. The MHC is Mamu-B17 with pseudo-sequence Mamu-B17. The peptide sequence is IHEVIRDFM. (2) The peptide sequence is IPYCNYSRYW. The MHC is HLA-B54:01 with pseudo-sequence HLA-B54:01. The binding affinity (normalized) is 0.298. (3) The peptide sequence is AEHFENQVL. The MHC is HLA-B58:01 with pseudo-sequence HLA-B58:01. The binding affinity (normalized) is 0.0847. (4) The peptide sequence is AVASLLDEY. The MHC is HLA-B15:01 with pseudo-sequence HLA-B15:01. The binding affinity (normalized) is 0.577. (5) The peptide sequence is SPYNSQNAV. The MHC is HLA-B53:01 with pseudo-sequence HLA-B53:01. The binding affinity (normalized) is 0. (6) The peptide sequence is TVKTNLYMK. The MHC is HLA-A68:01 with pseudo-sequence HLA-A68:01. The binding affinity (normalized) is 0.570. (7) The peptide sequence is QPGLLSYVI. The MHC is HLA-B51:01 with pseudo-sequence HLA-B51:01. The binding affinity (normalized) is 0.286.